Task: Predict the product of the given reaction.. Dataset: Forward reaction prediction with 1.9M reactions from USPTO patents (1976-2016) (1) Given the reactants [O:1]1[CH2:6][CH2:5][N:4]([C:7]2[CH:12]=[CH:11][C:10]([N:13]3[CH2:18][CH2:17][O:16][CH2:15][CH2:14]3)=[CH:9][C:8]=2[N+:19]([O-])=O)[CH2:3][CH2:2]1, predict the reaction product. The product is: [O:1]1[CH2:6][CH2:5][N:4]([C:7]2[CH:12]=[CH:11][C:10]([N:13]3[CH2:14][CH2:15][O:16][CH2:17][CH2:18]3)=[CH:9][C:8]=2[NH2:19])[CH2:3][CH2:2]1. (2) Given the reactants COC[O:4][C:5]1[C:18]2[S:17][C:16]3[C:11](=[CH:12][CH:13]=[CH:14][CH:15]=3)[S:10][C:9]=2[C:8]([C:19]2[O:20][C:21]([N:26]3[CH2:31][CH2:30][O:29][CH2:28][CH2:27]3)=[CH:22][C:23](=[O:25])[CH:24]=2)=[CH:7][CH:6]=1.[I-].[Na+].Cl.[OH-].[Na+], predict the reaction product. The product is: [OH:4][C:5]1[C:18]2[S:17][C:16]3[C:11](=[CH:12][CH:13]=[CH:14][CH:15]=3)[S:10][C:9]=2[C:8]([C:19]2[O:20][C:21]([N:26]3[CH2:31][CH2:30][O:29][CH2:28][CH2:27]3)=[CH:22][C:23](=[O:25])[CH:24]=2)=[CH:7][CH:6]=1. (3) The product is: [CH2:24]([O:27][CH:28]1[CH2:33][CH2:32][N:31]([CH2:2][CH2:3][CH2:4][N:5]2[C:14]3[C:9](=[CH:10][CH:11]=[CH:12][CH:13]=3)[CH:8]=[CH:7][C:6]2=[O:15])[CH2:30][CH2:29]1)[CH:25]=[CH2:26]. Given the reactants Cl[CH2:2][CH2:3][CH2:4][N:5]1[C:14]2[C:9](=[CH:10][CH:11]=[CH:12][CH:13]=2)[CH:8]=[CH:7][C:6]1=[O:15].[Na+].[I-].C([O-])([O-])=O.[K+].[K+].[CH2:24]([O:27][CH:28]1[CH2:33][CH2:32][NH:31][CH2:30][CH2:29]1)[CH:25]=[CH2:26], predict the reaction product. (4) The product is: [CH3:1][N:2]1[C:6]([CH:7]=[N:11][OH:12])=[CH:5][C:4]([CH3:9])=[N:3]1. Given the reactants [CH3:1][N:2]1[C:6]([CH:7]=O)=[CH:5][C:4]([CH3:9])=[N:3]1.Cl.[NH2:11][OH:12].C(=O)([O-])[O-].[K+].[K+], predict the reaction product. (5) Given the reactants [Cl:1][C:2]1[CH:38]=[CH:37][CH:36]=[C:35]([C:39]([F:42])([F:41])[F:40])[C:3]=1[C:4]([N:6]1[C:14]2[C:9](=[CH:10][CH:11]=[C:12]([B:15]3[O:19]C(C)(C)C(C)(C)[O:16]3)[CH:13]=2)[C:8]([C:24]2[CH:33]=[CH:32][C:27]([C:28]([O:30][CH3:31])=[O:29])=[CH:26][C:25]=2[F:34])=[N:7]1)=[O:5], predict the reaction product. The product is: [Cl:1][C:2]1[CH:38]=[CH:37][CH:36]=[C:35]([C:39]([F:40])([F:41])[F:42])[C:3]=1[C:4]([N:6]1[C:14]2[C:9](=[CH:10][CH:11]=[C:12]([B:15]([OH:19])[OH:16])[CH:13]=2)[C:8]([C:24]2[CH:33]=[CH:32][C:27]([C:28]([O:30][CH3:31])=[O:29])=[CH:26][C:25]=2[F:34])=[N:7]1)=[O:5]. (6) Given the reactants [CH3:1][C:2]1[N:6]=[C:5]([N:7]2[CH2:12][CH2:11][C:10](=O)[CH2:9][CH2:8]2)[S:4][N:3]=1.[CH3:14][N:15]([CH3:32])[C:16]1[CH:21]=[CH:20][C:19]([C:22]2[C:23]3[N:24]([N:28]=[C:29]([NH2:31])[N:30]=3)[CH:25]=[CH:26][CH:27]=2)=[CH:18][CH:17]=1, predict the reaction product. The product is: [CH3:14][N:15]([CH3:32])[C:16]1[CH:21]=[CH:20][C:19]([C:22]2[C:23]3[N:24]([N:28]=[C:29]([NH:31][CH:10]4[CH2:11][CH2:12][N:7]([C:5]5[S:4][N:3]=[C:2]([CH3:1])[N:6]=5)[CH2:8][CH2:9]4)[N:30]=3)[CH:25]=[CH:26][CH:27]=2)=[CH:18][CH:17]=1. (7) Given the reactants [C:1]([O:8]CC)(=[O:7])[C:2]([O:4]CC)=O.[O-]CC.[Na+].[C:15]([C:18]1[CH:23]=[CH:22][CH:21]=[CH:20][CH:19]=1)(=[O:17])[CH3:16], predict the reaction product. The product is: [O:4]=[C:2]([CH2:16][C:15](=[O:17])[C:18]1[CH:23]=[CH:22][CH:21]=[CH:20][CH:19]=1)[C:1]([OH:8])=[O:7]. (8) Given the reactants [CH3:1][C:2]([O:5][C:6]([NH:8][C@H:9]([C:22]([OH:24])=O)[CH2:10][CH2:11][C:12]([O:14]CC1C=CC=CC=1)=[O:13])=[O:7])([CH3:4])[CH3:3].Cl.[CH3:26][N:27](C)CCCN=C=NCC.O.ON1C2C=CC=CC=2N=N1.CN.[H][H], predict the reaction product. The product is: [C:2]([O:5][C:6]([NH:8][C@H:9]([C:22](=[O:24])[NH:27][CH3:26])[CH2:10][CH2:11][C:12]([OH:14])=[O:13])=[O:7])([CH3:4])([CH3:3])[CH3:1]. (9) Given the reactants [CH2:1]([O:3][C:4]([C:6]1([NH:11][C:12]([CH:14]2[CH2:18][CH:17]([O:19][C:20]3[C:29]4[C:24](=[CH:25][C:26]([O:30][CH3:31])=[CH:27][CH:28]=4)[N:23]=[C:22]([C:32]4[CH:37]=[CH:36][CH:35]=[CH:34][CH:33]=4)[CH:21]=3)[CH2:16][NH:15]2)=[O:13])[CH2:8][CH:7]1[CH:9]=[CH2:10])=[O:5])[CH3:2].[C:38](Cl)(Cl)=[O:39].Cl.[CH2:43]([NH2:49])[CH2:44]CCC=C, predict the reaction product. The product is: [CH2:1]([O:3][C:4]([C:6]1([NH:11][C:12]([CH:14]2[CH2:18][CH:17]([O:19][C:20]3[C:29]4[C:24](=[CH:25][C:26]([O:30][CH3:31])=[CH:27][CH:28]=4)[N:23]=[C:22]([C:32]4[CH:33]=[CH:34][CH:35]=[CH:36][CH:37]=4)[CH:21]=3)[CH2:16][N:15]2[C:38](=[O:39])[NH:49][CH2:43][CH3:44])=[O:13])[CH2:8][CH:7]1[CH:9]=[CH2:10])=[O:5])[CH3:2]. (10) Given the reactants [C:1]([O:4][CH2:5][CH3:6])(=[O:3])[CH3:2].[Li+].CC([N-]C(C)C)C.[CH:15]([N:18]1[CH:22]=[C:21]([CH:23]=[O:24])[CH:20]=[N:19]1)([CH3:17])[CH3:16], predict the reaction product. The product is: [CH:15]([N:18]1[CH:22]=[C:21]([C:23](=[O:24])[CH2:2][C:1]([O:4][CH2:5][CH3:6])=[O:3])[CH:20]=[N:19]1)([CH3:17])[CH3:16].